This data is from Catalyst prediction with 721,799 reactions and 888 catalyst types from USPTO. The task is: Predict which catalyst facilitates the given reaction. Reactant: S(Cl)([Cl:3])=O.[N:5]1[CH:10]=[CH:9][CH:8]=[CH:7][C:6]=1[C:11]([OH:13])=O.[CH3:14][N:15]([CH3:19])[CH2:16][CH2:17][NH2:18]. Product: [Cl:3][C:8]1[CH:9]=[CH:10][N:5]=[C:6]([C:11]([NH:18][CH2:17][CH2:16][N:15]([CH3:19])[CH3:14])=[O:13])[CH:7]=1. The catalyst class is: 3.